Dataset: Catalyst prediction with 721,799 reactions and 888 catalyst types from USPTO. Task: Predict which catalyst facilitates the given reaction. (1) Product: [CH2:26]([OH:30])[CH:27]([OH:29])[CH3:28].[CH3:1][C:2]1[C:3]([CH2:14][S@:15]([C:17]2[NH:18][C:19]3[CH:25]=[CH:24][CH:23]=[CH:22][C:20]=3[N:21]=2)=[O:16])=[N:4][CH:5]=[CH:6][C:7]=1[O:8][CH2:9][C:10]([F:13])([F:11])[F:12]. The catalyst class is: 11. Reactant: [CH3:1][C:2]1[C:3]([CH2:14][S@:15]([C:17]2[NH:21][C:20]3[CH:22]=[CH:23][CH:24]=[CH:25][C:19]=3[N:18]=2)=[O:16])=[N:4][CH:5]=[CH:6][C:7]=1[O:8][CH2:9][C:10]([F:13])([F:12])[F:11].[CH2:26]([OH:30])[CH:27]([OH:29])[CH3:28].C(N(CC)CC)C. (2) Reactant: [CH:1]12[N:8]([C:9]([C:11]3[N:15]4[CH:16]=[C:17]([C:21]([F:24])([F:23])[F:22])[CH:18]=[C:19](Br)[C:14]4=[N:13][CH:12]=3)=[O:10])[CH:5]([CH2:6][CH2:7]1)[CH2:4][O:3][CH2:2]2.[NH:25]1[CH:29]=[N:28][CH:27]=[N:26]1.N1C2C(=CC=CC=2O)C=CC=1.C(=O)([O-])[O-].[K+].[K+].Cl. Product: [CH:1]12[N:8]([C:9]([C:11]3[N:15]4[CH:16]=[C:17]([C:21]([F:24])([F:23])[F:22])[CH:18]=[C:19]([N:25]5[CH:29]=[N:28][CH:27]=[N:26]5)[C:14]4=[N:13][CH:12]=3)=[O:10])[CH:5]([CH2:6][CH2:7]1)[CH2:4][O:3][CH2:2]2. The catalyst class is: 156. (3) Reactant: [CH3:1][S:2][C:3]1[NH:8][C:7](=[O:9])[CH:6]=[CH:5][N:4]=1.C1C(=O)N([I:17])C(=O)C1. Product: [I:17][C:6]1[C:7](=[O:9])[NH:8][C:3]([S:2][CH3:1])=[N:4][CH:5]=1. The catalyst class is: 22. (4) Reactant: [NH:1]1[C:9]2[C:4](=[CH:5][C:6]([NH:10][C:11]3[C:12]4[CH2:20][N:19]([C:21]([O:23][C:24]([CH3:27])([CH3:26])[CH3:25])=[O:22])[CH2:18][C:13]=4[N:14]=[C:15](Cl)[N:16]=3)=[CH:7][CH:8]=2)[CH:3]=[N:2]1.[CH3:28][O:29][C:30]1[CH:31]=[C:32]2[C:36](=[CH:37][CH:38]=1)[CH2:35][NH:34][CH2:33]2. Product: [NH:1]1[C:9]2[C:4](=[CH:5][C:6]([NH:10][C:11]3[C:12]4[CH2:20][N:19]([C:21]([O:23][C:24]([CH3:27])([CH3:26])[CH3:25])=[O:22])[CH2:18][C:13]=4[N:14]=[C:15]([N:34]4[CH2:33][C:32]5[C:36](=[CH:37][CH:38]=[C:30]([O:29][CH3:28])[CH:31]=5)[CH2:35]4)[N:16]=3)=[CH:7][CH:8]=2)[CH:3]=[N:2]1. The catalyst class is: 37. (5) Reactant: [CH3:1][C:2]1[N:7]=[CH:6][C:5]([C:8]2[CH:9]=[CH:10][C:11]3[N:17]4[CH2:18][C@H:14]([CH2:15][CH2:16]4)[NH:13][C:12]=3[N:19]=2)=[CH:4][CH:3]=1.Cl[C:21](Cl)([O:23]C(=O)OC(Cl)(Cl)Cl)Cl.CCN(C(C)C)C(C)C.[O:41]1[CH2:46][CH2:45][CH2:44][CH:43]([NH2:47])[CH2:42]1. Product: [CH3:1][C:2]1[N:7]=[CH:6][C:5]([C:8]2[CH:9]=[CH:10][C:11]3[N:17]4[CH2:18][C@H:14]([CH2:15][CH2:16]4)[N:13]([C:21]([NH:47][CH:43]4[CH2:44][CH2:45][CH2:46][O:41][CH2:42]4)=[O:23])[C:12]=3[N:19]=2)=[CH:4][CH:3]=1. The catalyst class is: 30. (6) Reactant: [Br:1][C:2]1[CH:3]=[C:4]([C:8](=[O:15])[CH2:9][CH:10]([OH:14])[CH2:11][CH:12]=[CH2:13])[CH:5]=[CH:6][CH:7]=1.N1C=CN=C1.[C:21]([Si:25]([CH3:28])([CH3:27])Cl)([CH3:24])([CH3:23])[CH3:22]. The catalyst class is: 174. Product: [Br:1][C:2]1[CH:3]=[C:4]([C:8](=[O:15])[CH2:9][CH:10]([O:14][Si:25]([C:21]([CH3:24])([CH3:23])[CH3:22])([CH3:28])[CH3:27])[CH2:11][CH:12]=[CH2:13])[CH:5]=[CH:6][CH:7]=1. (7) Reactant: [CH3:1][CH:2]([CH2:6][CH2:7][CH:8]=[C:9]([CH3:11])[CH3:10])[CH2:3][CH:4]=[O:5]. Product: [CH3:1][CH:2]([CH2:6][CH2:7][CH:8]=[C:9]([CH3:10])[CH3:11])[CH2:3][CH2:4][OH:5]. The catalyst class is: 194. (8) Product: [CH3:1][O:2][C:3]1[CH:8]=[C:7]([C:9]2[CH:14]=[CH:13][CH:12]=[CH:11][CH:10]=2)[C:6]2[S:17][C:16]([NH2:18])=[N:15][C:5]=2[CH:4]=1. Reactant: [CH3:1][O:2][C:3]1[CH:4]=[C:5]([NH:15][C:16]([NH2:18])=[S:17])[CH:6]=[C:7]([C:9]2[CH:14]=[CH:13][CH:12]=[CH:11][CH:10]=2)[CH:8]=1.BrBr. The catalyst class is: 22. (9) Reactant: S([O:5][CH2:6][CH2:7][CH2:8][NH:9][C:10]([NH2:12])=[NH:11])(O)(=O)=O.[Na+].[Cl-:14]. Product: [ClH:14].[NH:9]([CH2:8][CH2:7][CH2:6][OH:5])[C:10]([NH2:12])=[NH:11]. The catalyst class is: 5.